From a dataset of CYP3A4 inhibition data for predicting drug metabolism from PubChem BioAssay. Regression/Classification. Given a drug SMILES string, predict its absorption, distribution, metabolism, or excretion properties. Task type varies by dataset: regression for continuous measurements (e.g., permeability, clearance, half-life) or binary classification for categorical outcomes (e.g., BBB penetration, CYP inhibition). Dataset: cyp3a4_veith. (1) The drug is CC1=C(/C=C\C(=O)O)C(C)(C)CCC1. The result is 0 (non-inhibitor). (2) The result is 1 (inhibitor). The drug is Cc1ccc(C(=O)NC(=S)Nc2ccc3c(c2)OCCO3)c(C)c1. (3) The compound is CCCNC(=O)OC[C@H]1O[C@@H](CCO/N=C\[C@@H](NS(=O)(=O)c2ccc(C)cc2)[C@H](C)/C=C\CC(=O)OC)C=C[C@@H]1Oc1ccc(OC)cc1. The result is 1 (inhibitor). (4) The drug is C/C=C\C[C@H](C)[C@H](O)[C@H]1C(=O)N[C@@H](CC)C(=O)N(C)CC(=O)N(C)[C@@H](CC(C)C)C(=O)N[C@@H](C(C)C)C(=O)N(C)[C@@H](CC(C)C)C(=O)N[C@@H](C)C(=O)N[C@@H](C)C(=O)N(C)[C@@H](CC(C)C)C(=O)N(C)[C@@H](CC(C)C)C(=O)N(C)[C@@H](C(C)C)C(=O)N1C. The result is 1 (inhibitor). (5) The compound is CCN(CC)[C@@H](C)CN1c2ccccc2Sc2ccccc21. The result is 0 (non-inhibitor). (6) The compound is Cc1ccc(/C=C/C2=Cc3c(sc(NC(=O)CSc4n[nH]c(N)n4)c3C#N)C(C)(C)C2)o1. The result is 1 (inhibitor). (7) The drug is Cc1cc(C)n(-c2nc(-c3ccc(Cl)c(Cl)c3)cs2)n1. The result is 1 (inhibitor).